From a dataset of NCI-60 drug combinations with 297,098 pairs across 59 cell lines. Regression. Given two drug SMILES strings and cell line genomic features, predict the synergy score measuring deviation from expected non-interaction effect. (1) Cell line: RPMI-8226. Synergy scores: CSS=11.0, Synergy_ZIP=-4.21, Synergy_Bliss=-3.71, Synergy_Loewe=-10.1, Synergy_HSA=-5.43. Drug 2: B(C(CC(C)C)NC(=O)C(CC1=CC=CC=C1)NC(=O)C2=NC=CN=C2)(O)O. Drug 1: CN(C)N=NC1=C(NC=N1)C(=O)N. (2) Drug 1: CC1=C(C=C(C=C1)NC(=O)C2=CC=C(C=C2)CN3CCN(CC3)C)NC4=NC=CC(=N4)C5=CN=CC=C5. Drug 2: COCCOC1=C(C=C2C(=C1)C(=NC=N2)NC3=CC=CC(=C3)C#C)OCCOC.Cl. Cell line: OVCAR3. Synergy scores: CSS=2.80, Synergy_ZIP=-2.67, Synergy_Bliss=-6.30, Synergy_Loewe=-9.47, Synergy_HSA=-6.02.